Dataset: Forward reaction prediction with 1.9M reactions from USPTO patents (1976-2016). Task: Predict the product of the given reaction. (1) Given the reactants Cl.[CH3:2][O:3][C:4]1[CH:9]=[CH:8][CH:7]=[CH:6][C:5]=1[N:10]1[CH2:15][CH2:14][N:13]([CH2:16][C:17]([OH:19])=O)[CH2:12][CH2:11]1.[NH2:20][C@@H:21]([CH2:39][O:40][CH2:41][C:42]1[CH:47]=[CH:46][CH:45]=[CH:44][CH:43]=1)[C:22]([NH:24][C:25]1[CH:30]=[CH:29][C:28]([O:31][C:32]2[CH:37]=[CH:36][C:35]([F:38])=[CH:34][CH:33]=2)=[CH:27][CH:26]=1)=[O:23], predict the reaction product. The product is: [CH2:41]([O:40][CH2:39][C@H:21]([NH:20][C:17](=[O:19])[CH2:16][N:13]1[CH2:12][CH2:11][N:10]([C:5]2[CH:6]=[CH:7][CH:8]=[CH:9][C:4]=2[O:3][CH3:2])[CH2:15][CH2:14]1)[C:22]([NH:24][C:25]1[CH:30]=[CH:29][C:28]([O:31][C:32]2[CH:37]=[CH:36][C:35]([F:38])=[CH:34][CH:33]=2)=[CH:27][CH:26]=1)=[O:23])[C:42]1[CH:47]=[CH:46][CH:45]=[CH:44][CH:43]=1. (2) Given the reactants [F:1][C:2]1[CH:3]=[C:4]([CH:8]=[C:9]([F:26])[C:10]=1[CH2:11][NH:12][C:13]1[CH:18]=[CH:17][N:16]=[C:15]([NH:19][C:20]2[CH:21]=[N:22][N:23]([CH3:25])[CH:24]=2)[N:14]=1)[C:5](O)=[O:6].[CH3:27][N:28](C(ON1N=NC2C=CC=NC1=2)=[N+](C)C)[CH3:29].F[P-](F)(F)(F)(F)F.CCN(C(C)C)C(C)C.CNC, predict the reaction product. The product is: [F:1][C:2]1[CH:3]=[C:4]([CH:8]=[C:9]([F:26])[C:10]=1[CH2:11][NH:12][C:13]1[CH:18]=[CH:17][N:16]=[C:15]([NH:19][C:20]2[CH:21]=[N:22][N:23]([CH3:25])[CH:24]=2)[N:14]=1)[C:5]([N:28]([CH3:29])[CH3:27])=[O:6]. (3) Given the reactants O=P(Cl)(Cl)[Cl:3].CN(C)C1C=CC=CC=1.[CH3:15][O:16][C:17]1[CH:39]=[CH:38][C:20]([CH2:21][N:22]2[C:31]3[C:26](=[CH:27][C:28]([C:32]([O:34][CH3:35])=[O:33])=[CH:29][CH:30]=3)[NH:25][C:24](=O)[C:23]2=[O:37])=[CH:19][CH:18]=1, predict the reaction product. The product is: [Cl:3][C:24]1[C:23](=[O:37])[N:22]([CH2:21][C:20]2[CH:38]=[CH:39][C:17]([O:16][CH3:15])=[CH:18][CH:19]=2)[C:31]2[C:26]([N:25]=1)=[CH:27][C:28]([C:32]([O:34][CH3:35])=[O:33])=[CH:29][CH:30]=2. (4) Given the reactants [C:1]([C:5]1[CH:6]=[C:7]2[C:12](=[C:13]([F:15])[CH:14]=1)[C:11](=[O:16])[N:10]([C:17]1[C:18]([CH2:42][OH:43])=[C:19]([N:23]3[C:27]4=[N:28][C:29]([N:32]5[CH2:37][CH2:36][S:35](=[O:39])(=[O:38])[CH2:34][CH2:33]5)=[CH:30][CH:31]=[C:26]4[C:25]([C:40]#[N:41])=[CH:24]3)[CH:20]=[CH:21][CH:22]=1)[N:9]=[CH:8]2)([CH3:4])([CH3:3])[CH3:2].C([OH:46])C, predict the reaction product. The product is: [C:1]([C:5]1[CH:6]=[C:7]2[C:12](=[C:13]([F:15])[CH:14]=1)[C:11](=[O:16])[N:10]([C:17]1[C:18]([CH2:42][OH:43])=[C:19]([N:23]3[C:27]4=[N:28][C:29]([N:32]5[CH2:33][CH2:34][S:35](=[O:38])(=[O:39])[CH2:36][CH2:37]5)=[CH:30][CH:31]=[C:26]4[C:25]([C:40]([NH2:41])=[O:46])=[CH:24]3)[CH:20]=[CH:21][CH:22]=1)[N:9]=[CH:8]2)([CH3:4])([CH3:2])[CH3:3]. (5) Given the reactants [NH2:1][CH:2]1[CH2:7][CH2:6][N:5]([CH2:8][CH2:9][N:10]2[C:15]3[CH:16]=[C:17]([C:20]#[N:21])[CH:18]=[CH:19][C:14]=3[O:13][CH2:12][C:11]2=[O:22])[CH2:4][CH2:3]1.[F:23][C:24]1[CH:29]=[CH:28][C:27]([F:30])=[CH:26][C:25]=1/[CH:31]=[CH:32]/[CH:33]=O.C([BH3-])#N.[Na+], predict the reaction product. The product is: [F:23][C:24]1[CH:29]=[CH:28][C:27]([F:30])=[CH:26][C:25]=1/[CH:31]=[CH:32]/[CH2:33][NH:1][CH:2]1[CH2:7][CH2:6][N:5]([CH2:8][CH2:9][N:10]2[C:15]3[CH:16]=[C:17]([C:20]#[N:21])[CH:18]=[CH:19][C:14]=3[O:13][CH2:12][C:11]2=[O:22])[CH2:4][CH2:3]1. (6) Given the reactants [C:1]([C:4]1[C:12]2[O:11][C:10]([CH:13]3[CH2:18][CH2:17][CH2:16][N:15](C(OCC4C=CC=CC=4)=O)[CH2:14]3)=[N:9][C:8]=2[CH:7]=[CH:6][CH:5]=1)(=[O:3])[NH2:2].[H][H], predict the reaction product. The product is: [NH:15]1[CH2:16][CH2:17][CH2:18][CH:13]([C:10]2[O:11][C:12]3[C:4]([C:1]([NH2:2])=[O:3])=[CH:5][CH:6]=[CH:7][C:8]=3[N:9]=2)[CH2:14]1. (7) Given the reactants C[O:2][C:3]([C:5]1[CH:10]=[CH:9][C:8]([C:11]2[O:12][C:13]3[CH:19]=[CH:18][C:17]([C:20]([O:22]C)=[O:21])=[CH:16][C:14]=3[N:15]=2)=[CH:7][CH:6]=1)=[O:4].O.[OH-].[Li+], predict the reaction product. The product is: [C:3]([C:5]1[CH:6]=[CH:7][C:8]([C:11]2[O:12][C:13]3[CH:19]=[CH:18][C:17]([C:20]([OH:22])=[O:21])=[CH:16][C:14]=3[N:15]=2)=[CH:9][CH:10]=1)([OH:4])=[O:2]. (8) Given the reactants [C:1]([C:3]1[CH:10]=[CH:9][C:6]([CH:7]=[O:8])=[CH:5][CH:4]=1)#[N:2].[Cl:11][C:12]1[CH:17]=[CH:16][C:15]([Mg]Br)=[CH:14][CH:13]=1.C(OCC)C.Cl, predict the reaction product. The product is: [Cl:11][C:12]1[CH:17]=[CH:16][C:15]([CH:7]([C:6]2[CH:9]=[CH:10][C:3]([C:1]#[N:2])=[CH:4][CH:5]=2)[OH:8])=[CH:14][CH:13]=1.